Dataset: Full USPTO retrosynthesis dataset with 1.9M reactions from patents (1976-2016). Task: Predict the reactants needed to synthesize the given product. (1) Given the product [N:12]1([C:10]2[C:9]3[C:4](=[CH:5][CH:6]=[CH:7][CH:8]=3)[C:3](=[O:18])[N:2]([NH:1][C:25](=[O:26])[CH2:24][CH:21]3[CH2:22][CH2:23][O:19][CH2:20]3)[N:11]=2)[CH2:17][CH2:16][O:15][CH2:14][CH2:13]1, predict the reactants needed to synthesize it. The reactants are: [NH2:1][N:2]1[N:11]=[C:10]([N:12]2[CH2:17][CH2:16][O:15][CH2:14][CH2:13]2)[C:9]2[C:4](=[CH:5][CH:6]=[CH:7][CH:8]=2)[C:3]1=[O:18].[O:19]1[CH2:23][CH2:22][CH:21]([CH2:24][C:25](O)=[O:26])[CH2:20]1. (2) Given the product [OH:31][CH2:20][CH2:19][C:15]1[C:14](=[O:21])[N:13]([C:5]2[CH:6]=[CH:7][C:8]([N+:10]([O-:12])=[O:11])=[CH:9][C:4]=2[CH2:3][O:2][CH3:1])[CH:18]=[CH:17][CH:16]=1, predict the reactants needed to synthesize it. The reactants are: [CH3:1][O:2][CH2:3][C:4]1[CH:9]=[C:8]([N+:10]([O-:12])=[O:11])[CH:7]=[CH:6][C:5]=1[N:13]1[CH:18]=[CH:17][CH:16]=[C:15]([CH:19]=[CH2:20])[C:14]1=[O:21].C12BC(CCC1)CCC2.[O:31]1CCCC1. (3) Given the product [C:21]([C:20]1[CH:19]=[C:18]([N:17]2[C:8]3[CH:9]=[CH:10][C:11]4[CH:12]=[CH:13][CH:14]=[CH:15][C:16]=4[C:7]=3[NH:6][C:27](=[O:28])[C:26]2=[O:30])[CH:25]=[CH:24][CH:23]=1)#[N:22], predict the reactants needed to synthesize it. The reactants are: O1CCCC1.[NH2:6][C:7]1[C:16]2[C:11](=[CH:12][CH:13]=[CH:14][CH:15]=2)[CH:10]=[CH:9][C:8]=1[NH:17][C:18]1[CH:19]=[C:20]([CH:23]=[CH:24][CH:25]=1)[C:21]#[N:22].[C:26](Cl)(=[O:30])[C:27](Cl)=[O:28].